From a dataset of Catalyst prediction with 721,799 reactions and 888 catalyst types from USPTO. Predict which catalyst facilitates the given reaction. (1) Reactant: [Br:1][C:2]1[CH:3]=[C:4]2[C:12](=[C:13]([C:15](O)=[O:16])[CH:14]=1)[NH:11][C:10]1[CH2:9][CH:8]([C:18]([O:20][CH2:21][CH3:22])=[O:19])[CH2:7][CH2:6][C:5]2=1.C(Cl)CCl.O.O[N:29]1C2C=CC=CC=2N=N1.[OH-].[NH4+]. Product: [Br:1][C:2]1[CH:3]=[C:4]2[C:12](=[C:13]([C:15](=[O:16])[NH2:29])[CH:14]=1)[NH:11][C:10]1[CH2:9][CH:8]([C:18]([O:20][CH2:21][CH3:22])=[O:19])[CH2:7][CH2:6][C:5]2=1. The catalyst class is: 76. (2) Reactant: [NH2:1][C:2]1[CH:7]=[CH:6][CH:5]=[C:4]([OH:8])[C:3]=1[NH:9][C:10](=[O:16])[O:11][C:12]([CH3:15])([CH3:14])[CH3:13].FC(F)(F)S(O[CH2:23][C:24]([F:32])([F:31])[C:25]1[CH:30]=[CH:29][CH:28]=[CH:27][N:26]=1)(=O)=O.CCN(C(C)C)C(C)C. Product: [F:31][C:24]([F:32])([C:25]1[CH:30]=[CH:29][CH:28]=[CH:27][N:26]=1)[CH2:23][NH:1][C:2]1[CH:7]=[CH:6][CH:5]=[C:4]([OH:8])[C:3]=1[NH:9][C:10](=[O:16])[O:11][C:12]([CH3:13])([CH3:15])[CH3:14]. The catalyst class is: 44. (3) Reactant: [F:1][C:2]1[C:7]([NH2:8])=[CH:6][CH:5]=[C:4]([CH3:9])[CH:3]=1.CC(OC)(C)C.[Br:16]Br. Product: [Br:16][C:6]1[CH:5]=[C:4]([CH3:9])[CH:3]=[C:2]([F:1])[C:7]=1[NH2:8]. The catalyst class is: 6. (4) Reactant: [NH2:1][C:2]1[CH:10]=[CH:9][C:5]2[N:6]=[CH:7][NH:8][C:4]=2[CH:3]=1.[Br:11]Br.N. Product: [Br:11][C:3]1[C:4]2[NH:8][CH:7]=[N:6][C:5]=2[CH:9]=[CH:10][C:2]=1[NH2:1]. The catalyst class is: 52. (5) Reactant: [CH3:1][C@:2]1([CH2:10][N:11]2[C:15]3[CH:16]=[C:17]([C:20]#[N:21])[CH:18]=[CH:19][C:14]=3[N:13]=[CH:12]2)[CH2:9][CH2:8][CH2:7][C@:4]2([O:6][CH2:5]2)[CH2:3]1.[CH3:22][O:23][C:24]1[CH:29]=[C:28]([O:30][CH3:31])[N:27]=[CH:26][C:25]=1[NH2:32]. Product: [CH3:22][O:23][C:24]1[CH:29]=[C:28]([O:30][CH3:31])[N:27]=[CH:26][C:25]=1[NH:32][CH2:5][C@:4]1([OH:6])[CH2:7][CH2:8][CH2:9][C@@:2]([CH2:10][N:11]2[C:15]3[CH:16]=[C:17]([C:20]#[N:21])[CH:18]=[CH:19][C:14]=3[N:13]=[CH:12]2)([CH3:1])[CH2:3]1. The catalyst class is: 32. (6) Reactant: [Br:1][C:2]1[CH:3]=[C:4]([CH:7]=[C:8]([N+:11]([O-])=O)[C:9]=1[OH:10])[C:5]#[N:6]. Product: [NH2:11][C:8]1[CH:7]=[C:4]([CH:3]=[C:2]([Br:1])[C:9]=1[OH:10])[C:5]#[N:6]. The catalyst class is: 180. (7) Reactant: Cl[CH2:2][C:3]1[N:8]=[C:7]([CH2:9][C:10]([CH3:13])([CH3:12])[CH3:11])[C:6]([C:14]2[CH:19]=[C:18]([O:20][CH3:21])[CH:17]=[CH:16][C:15]=2[F:22])=[CH:5][CH:4]=1.[OH:23][C:24]1[CH:25]=[C:26]([CH2:31][CH2:32][C:33]([O:35][CH2:36][CH3:37])=[O:34])[CH:27]=[CH:28][C:29]=1[CH3:30].C(=O)([O-])[O-].[Cs+].[Cs+]. Product: [F:22][C:15]1[CH:16]=[CH:17][C:18]([O:20][CH3:21])=[CH:19][C:14]=1[C:6]1[CH:5]=[CH:4][C:3]([CH2:2][O:23][C:24]2[CH:25]=[C:26]([CH2:31][CH2:32][C:33]([O:35][CH2:36][CH3:37])=[O:34])[CH:27]=[CH:28][C:29]=2[CH3:30])=[N:8][C:7]=1[CH2:9][C:10]([CH3:13])([CH3:12])[CH3:11]. The catalyst class is: 10.